The task is: Predict the product of the given reaction.. This data is from Forward reaction prediction with 1.9M reactions from USPTO patents (1976-2016). (1) Given the reactants [Cl:1][C:2]1[C:3]([OH:18])=[CH:4][C:5](=[O:17])[N:6]([C:8]2[CH:15]=[CH:14][C:11]([C:12]#[N:13])=[C:10]([F:16])[CH:9]=2)[CH:7]=1.O[CH:20]1[CH2:25][CH2:24][N:23]([C:26]([O:28][C:29]([CH3:32])([CH3:31])[CH3:30])=[O:27])[CH2:22][CH:21]1[CH3:33].C1(P(C2C=CC=CC=2)C2C=CC=CC=2)C=CC=CC=1.CCOC(/N=N/C(OCC)=O)=O, predict the reaction product. The product is: [Cl:1][C:2]1[C:3]([O:18][C@@H:20]2[CH2:25][CH2:24][N:23]([C:26]([O:28][C:29]([CH3:32])([CH3:31])[CH3:30])=[O:27])[CH2:22][C@H:21]2[CH3:33])=[CH:4][C:5](=[O:17])[N:6]([C:8]2[CH:15]=[CH:14][C:11]([C:12]#[N:13])=[C:10]([F:16])[CH:9]=2)[CH:7]=1. (2) Given the reactants [CH2:1]([O:3][C:4]([N:6]1[CH2:11][CH2:10][N:9]([C:12](=[O:40])[C@@H:13]([NH:23][C:24]([C:26]2[CH:30]=[C:29]([OH:31])[N:28]([C:32]3[CH:37]=[CH:36][CH:35]=[C:34]([O:38][CH3:39])[CH:33]=3)[N:27]=2)=[O:25])[CH2:14][CH2:15][C:16]([O:18][C:19]([CH3:22])([CH3:21])[CH3:20])=[O:17])[CH2:8][CH2:7]1)=[O:5])[CH3:2].C(=O)([O-])[O-].[Cs+].[Cs+].[CH2:47]([O:49][C:50]([C:52]1(Br)[CH2:55][CH2:54][CH2:53]1)=[O:51])[CH3:48], predict the reaction product. The product is: [CH2:1]([O:3][C:4]([N:6]1[CH2:11][CH2:10][N:9]([C:12](=[O:40])[C@@H:13]([NH:23][C:24]([C:26]2[CH:30]=[C:29]([O:31][C:52]3([C:50]([O:49][CH2:47][CH3:48])=[O:51])[CH2:55][CH2:54][CH2:53]3)[N:28]([C:32]3[CH:37]=[CH:36][CH:35]=[C:34]([O:38][CH3:39])[CH:33]=3)[N:27]=2)=[O:25])[CH2:14][CH2:15][C:16]([O:18][C:19]([CH3:21])([CH3:22])[CH3:20])=[O:17])[CH2:8][CH2:7]1)=[O:5])[CH3:2].